Dataset: Peptide-MHC class I binding affinity with 185,985 pairs from IEDB/IMGT. Task: Regression. Given a peptide amino acid sequence and an MHC pseudo amino acid sequence, predict their binding affinity value. This is MHC class I binding data. (1) The peptide sequence is GLRQQLEDI. The MHC is HLA-A68:02 with pseudo-sequence HLA-A68:02. The binding affinity (normalized) is 0. (2) The binding affinity (normalized) is 0.0641. The MHC is HLA-B07:02 with pseudo-sequence HLA-B07:02. The peptide sequence is IPEPEGPDA. (3) The MHC is HLA-A03:01 with pseudo-sequence HLA-A03:01. The binding affinity (normalized) is 0.649. The peptide sequence is KTSKTTILSK. (4) The peptide sequence is SPGDNSAKF. The MHC is HLA-A02:12 with pseudo-sequence HLA-A02:12. The binding affinity (normalized) is 0.0847. (5) The peptide sequence is AVSFRNLAY. The MHC is HLA-B53:01 with pseudo-sequence HLA-B53:01. The binding affinity (normalized) is 0.213. (6) The peptide sequence is HYFQTRHYL. The MHC is Patr-A0901 with pseudo-sequence Patr-A0901. The binding affinity (normalized) is 1.00. (7) The binding affinity (normalized) is 0.351. The MHC is H-2-Kb with pseudo-sequence H-2-Kb. The peptide sequence is VLDMFRTAF. (8) The peptide sequence is ETIFTVLAL. The MHC is HLA-B07:02 with pseudo-sequence HLA-B07:02. The binding affinity (normalized) is 0.223. (9) The peptide sequence is IMFSKSLNF. The MHC is HLA-A32:01 with pseudo-sequence YFAMYQENVAHTDESIAYIMYQDYTWAVLAYTWY. The binding affinity (normalized) is 0.751.